This data is from Reaction yield outcomes from USPTO patents with 853,638 reactions. The task is: Predict the reaction yield, written as a fraction of the theoretical maximum amount of product (1.0 means a 100% yield; for example, 0.34 means a 34% yield). (1) The reactants are [C:1]([CH2:3][C:4]([O:6][CH2:7][CH3:8])=[O:5])#[N:2].Br[CH2:10][CH2:11]Br.C([O-])([O-])=O.[K+].[K+]. The catalyst is CC(C)=O. The product is [C:1]([C:3]1([C:4]([O:6][CH2:7][CH3:8])=[O:5])[CH2:11][CH2:10]1)#[N:2]. The yield is 1.00. (2) The product is [OH:13][C:2]1[C:3]([CH3:11])=[C:4]([CH:8]=[CH:9][CH:10]=1)[C:5]([OH:7])=[O:6]. The yield is 0.360. The reactants are N[C:2]1[C:3]([CH3:11])=[C:4]([CH:8]=[CH:9][CH:10]=1)[C:5]([OH:7])=[O:6].S(=O)(=O)(O)[OH:13].N([O-])=O.[Na+].NC(N)=O.N([O-])=O. The catalyst is O.O.[N+]([O-])([O-])=O.[Cu+2].O.O.O.O.[N+]([O-])([O-])=O.[Cu+2].[N+]([O-])([O-])=O.[N+]([O-])([O-])=O.[Cu-]=O.C1C(NC2N=C(N)N=C(Cl)N=2)=CC(NS(C2C=CC3C(=C4NC5[N-]C(=C6C=5C=C(S([O-])(=O)=O)C=C6)NC5NC(=C6C=5C=CC(S([O-])(=O)=O)=C6)NC5[N-]C(=C6C=5C=C(S([O-])(=O)=O)C=C6)NC=3N4)C=2)(=O)=O)=C(S([O-])(=O)=O)C=1.[Na+].[Na+].[Na+].[Na+].[Cu+2].